This data is from Reaction yield outcomes from USPTO patents with 853,638 reactions. The task is: Predict the reaction yield, written as a fraction of the theoretical maximum amount of product (1.0 means a 100% yield; for example, 0.34 means a 34% yield). The reactants are [F:1][C:2]([F:7])([F:6])[C:3](O)=O.[O:8]([CH2:15][C:16]1[CH:24]=[C:19]2C=[N:21][CH2:22][CH2:23][N:18]2[N:17]=1)[C:9]1[CH:14]=[CH:13][CH:12]=[CH:11][CH:10]=1.F.[K].C[Si](C(F)(F)F)(C)C.C([O-])([O-])=O.[Na+].[Na+]. The catalyst is CC#N.CN(C=O)C.O. The product is [O:8]([CH2:15][C:16]1[CH:24]=[C:19]2[CH:3]([C:2]([F:7])([F:6])[F:1])[NH:21][CH2:22][CH2:23][N:18]2[N:17]=1)[C:9]1[CH:10]=[CH:11][CH:12]=[CH:13][CH:14]=1. The yield is 0.630.